From a dataset of TCR-epitope binding with 47,182 pairs between 192 epitopes and 23,139 TCRs. Binary Classification. Given a T-cell receptor sequence (or CDR3 region) and an epitope sequence, predict whether binding occurs between them. (1) The epitope is KTSVDCTMYI. The TCR CDR3 sequence is CAICPELSYEQYF. Result: 1 (the TCR binds to the epitope). (2) The epitope is QIKVRVKMV. The TCR CDR3 sequence is CASSLTQGLAGVEQYF. Result: 1 (the TCR binds to the epitope). (3) The epitope is LLMPILTLT. The TCR CDR3 sequence is CASRGWGNTEAFF. Result: 0 (the TCR does not bind to the epitope). (4) The epitope is FLNRFTTTL. The TCR CDR3 sequence is CASTLEGSSGYGYTF. Result: 0 (the TCR does not bind to the epitope). (5) The epitope is ILGLPTQTV. The TCR CDR3 sequence is CASNGGGAVDTQYF. Result: 0 (the TCR does not bind to the epitope). (6) The epitope is GLCTLVAML. The TCR CDR3 sequence is CAIMSTSYTEAFF. Result: 1 (the TCR binds to the epitope). (7) The epitope is KLGGALQAK. The TCR CDR3 sequence is CASSFGTGIEQFF. Result: 1 (the TCR binds to the epitope).